Dataset: Catalyst prediction with 721,799 reactions and 888 catalyst types from USPTO. Task: Predict which catalyst facilitates the given reaction. (1) Reactant: [C:1]1([NH:7][NH2:8])[CH:6]=[CH:5][CH:4]=[CH:3][CH:2]=1.C([O:11][C:12](=O)[CH2:13][C:14](=O)[CH2:15][CH3:16])C. Product: [CH2:15]([C:14]1[CH2:13][C:12](=[O:11])[N:7]([C:1]2[CH:6]=[CH:5][CH:4]=[CH:3][CH:2]=2)[N:8]=1)[CH3:16]. The catalyst class is: 8. (2) Reactant: [OH2:1].[OH:1]N1[C:6]2[CH:11]=[CH:10][CH:10]=[CH:11][C:6]=2N=N1.Cl.[CH3:13]N(C)CCCN=C=NCC.[NH2:24][C:25]1[CH:26]=[CH:27][C:28]([O:31][C:32](=[O:41])[N:33]([CH3:40])[C:34]2[CH:39]=[CH:38][CH:37]=[CH:36][CH:35]=2)=[N:29][CH:30]=1.[CH2:42]([N:44]([CH:48]([CH3:50])C)[CH:45]([CH3:47])[CH3:46])[CH3:43]. Product: [CH2:48]([N:44]([CH2:42][CH3:43])[C:45]1[CH:46]=[CH:10][C:11]([C:6]([NH:24][C:25]2[CH:26]=[CH:27][C:28]([O:31][C:32](=[O:41])[N:33]([CH3:40])[C:34]3[CH:39]=[CH:38][CH:37]=[CH:36][CH:35]=3)=[N:29][CH:30]=2)=[O:1])=[CH:13][CH:47]=1)[CH3:50]. The catalyst class is: 9.